From a dataset of Full USPTO retrosynthesis dataset with 1.9M reactions from patents (1976-2016). Predict the reactants needed to synthesize the given product. (1) Given the product [ClH:18].[Cl:19][C:13]1[N:14]=[C:15]([Cl:18])[C:16]2[CH2:17][NH:9][CH2:10][C:11]=2[N:12]=1, predict the reactants needed to synthesize it. The reactants are: Cl.C([N:9]1[CH2:17][C:16]2[C:15]([Cl:18])=[N:14][C:13]([Cl:19])=[N:12][C:11]=2[CH2:10]1)C1C=CC=CC=1.C(N(CC)CC)C.ClC(OC(Cl)C)=O.O. (2) Given the product [NH2:42][C:39]1[N:40]=[CH:41][C:36]([C:2]2[N:3]=[C:4]([N:15]3[CH2:20][CH2:19][O:18][CH2:17][CH2:16]3)[C:5]3[S:10][C:9]([CH2:11][N:12]([CH3:13])[C:21](=[O:26])[CH2:22][CH:23]([CH3:25])[CH3:24])=[C:8]([CH3:14])[C:6]=3[N:7]=2)=[CH:37][N:38]=1, predict the reactants needed to synthesize it. The reactants are: Cl[C:2]1[N:3]=[C:4]([N:15]2[CH2:20][CH2:19][O:18][CH2:17][CH2:16]2)[C:5]2[S:10][C:9]([CH2:11][NH:12][CH3:13])=[C:8]([CH3:14])[C:6]=2[N:7]=1.[C:21](Cl)(=[O:26])[CH2:22][CH:23]([CH3:25])[CH3:24].CC1(C)C(C)(C)OB([C:36]2[CH:37]=[N:38][C:39]([NH2:42])=[N:40][CH:41]=2)O1. (3) Given the product [N:3]12[CH2:10][CH2:9][C:6]([CH2:11][NH:12][CH2:25][CH2:26][N:27]3[C:35]4[C:30](=[CH:31][CH:32]=[CH:33][C:34]=4[C:36]([O:38][CH3:39])=[O:37])[CH:29]=[N:28]3)([CH2:7][CH2:8]1)[CH2:5][CH2:4]2, predict the reactants needed to synthesize it. The reactants are: Cl.Cl.[N:3]12[CH2:10][CH2:9][C:6]([CH2:11][NH2:12])([CH2:7][CH2:8]1)[CH2:5][CH2:4]2.C[O-].[Na+].C(O)(=O)C.C([BH3-])#N.[Na+].O=[CH:25][CH2:26][N:27]1[C:35]2[C:30](=[CH:31][CH:32]=[CH:33][C:34]=2[C:36]([O:38][CH3:39])=[O:37])[CH:29]=[N:28]1.